From a dataset of Full USPTO retrosynthesis dataset with 1.9M reactions from patents (1976-2016). Predict the reactants needed to synthesize the given product. Given the product [CH3:31][C:28]([O:27][C:26](=[O:32])[NH:25][CH2:24][CH2:23][CH2:22][C:35]([C:8]1[C:3]([O:2][CH3:1])=[N:4][CH:5]=[CH:6][CH:7]=1)=[O:36])([CH3:29])[CH3:30], predict the reactants needed to synthesize it. The reactants are: [CH3:1][O:2][C:3]1[CH:8]=[CH:7][CH:6]=[CH:5][N:4]=1.C(NC(C)C)(C)C.C[Li].COCN[C:22](=O)[CH2:23][CH2:24][NH:25][C:26](=[O:32])[O:27][C:28]([CH3:31])([CH3:30])[CH3:29].C[CH2:35][O:36]CC.